From a dataset of Reaction yield outcomes from USPTO patents with 853,638 reactions. Predict the reaction yield, written as a fraction of the theoretical maximum amount of product (1.0 means a 100% yield; for example, 0.34 means a 34% yield). (1) The reactants are [Cl:1][C:2]1[CH:7]=[CH:6][C:5]([C@@H:8]2[C@:10]3([C:18]4[C:13](=[CH:14][CH:15]=[CH:16][CH:17]=4)[NH:12][C:11]3=[O:19])[CH2:9]2)=[CH:4][CH:3]=1.C[Si]([N-][Si](C)(C)C)(C)C.[K+].[CH3:30][O:31][CH:32]([O:35][CH3:36])[CH2:33]Br.O. The catalyst is CN(C=O)C. The product is [Cl:1][C:2]1[CH:3]=[CH:4][C:5]([C@@H:8]2[C@:10]3([C:18]4[C:13](=[CH:14][CH:15]=[CH:16][CH:17]=4)[N:12]([CH2:33][CH:32]([O:35][CH3:36])[O:31][CH3:30])[C:11]3=[O:19])[CH2:9]2)=[CH:6][CH:7]=1. The yield is 0.750. (2) The reactants are [C:9](O[C:9]([O:11][C:12]([CH3:15])([CH3:14])[CH3:13])=[O:10])([O:11][C:12]([CH3:15])([CH3:14])[CH3:13])=[O:10].Cl.[NH:17]1[CH2:21][CH2:20][C@@H:19]([OH:22])[CH2:18]1.C(N(CC)CC)C. The catalyst is CO. The product is [C:9]([N:17]1[CH2:21][CH2:20][C@@H:19]([OH:22])[CH2:18]1)([O:11][C:12]([CH3:13])([CH3:14])[CH3:15])=[O:10]. The yield is 0.700.